From a dataset of Retrosynthesis with 50K atom-mapped reactions and 10 reaction types from USPTO. Predict the reactants needed to synthesize the given product. (1) The reactants are: CC(C)I.O=C(c1c[nH]c2cc(Cl)ccc12)C(F)(F)F. Given the product CC(C)n1cc(C(=O)C(F)(F)F)c2ccc(Cl)cc21, predict the reactants needed to synthesize it. (2) Given the product CCCCCCCCCCCCCCCC(=O)OCC(CSCCC(=O)O)OC(=O)CCCCCCCCCCCCCCC, predict the reactants needed to synthesize it. The reactants are: CCCCCCCCCCCCCCCC(=O)OCC(CSCCC(=O)OCc1ccc(OC)cc1)OC(=O)CCCCCCCCCCCCCCC. (3) Given the product CNC(=O)[C@H](CC(C)C)NC(=O)C(CC(C)C)CP(=O)(O)CN1C(=O)c2cccc(O)c2C1=O, predict the reactants needed to synthesize it. The reactants are: CNC(=O)[C@H](CC(C)C)NC(=O)C(CC(C)C)CP(=O)(O)CN1C(=O)c2cccc(OCc3ccccc3)c2C1=O. (4) Given the product CC(CCN)c1ccc(-c2ccc(F)cc2)cc1, predict the reactants needed to synthesize it. The reactants are: CC(CC[N+](=O)[O-])c1ccc(-c2ccc(F)cc2)cc1.